Dataset: Reaction yield outcomes from USPTO patents with 853,638 reactions. Task: Predict the reaction yield, written as a fraction of the theoretical maximum amount of product (1.0 means a 100% yield; for example, 0.34 means a 34% yield). (1) The reactants are [Br:1][C:2]1[CH:7]=[C:6]([CH3:8])[CH:5]=[CH:4][N:3]=1.C([O:11][C:12](=O)[C:13]1[CH:18]=[CH:17][C:16]([F:19])=[C:15]([Cl:20])[CH:14]=1)C. No catalyst specified. The product is [Br:1][C:2]1[CH:7]=[C:6]([CH2:8][C:12]([C:13]2[CH:18]=[CH:17][C:16]([F:19])=[C:15]([Cl:20])[CH:14]=2)=[O:11])[CH:5]=[CH:4][N:3]=1. The yield is 0.980. (2) The reactants are [NH2:1][C:2]1[CH:7]=[CH:6][C:5]([C:8]2[N:9]([CH2:21][CH3:22])[C:10]3[C:15]([C:16]=2[C:17]#[N:18])=[CH:14][CH:13]=[C:12]([O:19][CH3:20])[CH:11]=3)=[CH:4][CH:3]=1.Cl[C:24]1[C:33]2[C:28](=[CH:29][CH:30]=[CH:31][CH:32]=2)[N:27]=[C:26]([C:34]2[CH:39]=[CH:38][CH:37]=[CH:36][CH:35]=2)[N:25]=1.C(N(C(C)C)CC)(C)C. The catalyst is C(O)C. The product is [CH2:21]([N:9]1[C:10]2[C:15](=[CH:14][CH:13]=[C:12]([O:19][CH3:20])[CH:11]=2)[C:16]([C:17]#[N:18])=[C:8]1[C:5]1[CH:4]=[CH:3][C:2]([NH:1][C:24]2[C:33]3[C:28](=[CH:29][CH:30]=[CH:31][CH:32]=3)[N:27]=[C:26]([C:34]3[CH:39]=[CH:38][CH:37]=[CH:36][CH:35]=3)[N:25]=2)=[CH:7][CH:6]=1)[CH3:22]. The yield is 0.820. (3) The reactants are Cl[C:2]1[CH:7]=[C:6]([C:8]2[CH:12]=[CH:11][S:10][CH:9]=2)[N:5]=[C:4]2[CH2:13][CH2:14][CH2:15][C:3]=12.[NH2:16][C:17]1[CH:22]=[CH:21][C:20]([CH2:23][C:24]([O:26][CH2:27][CH3:28])=[O:25])=[CH:19][CH:18]=1. No catalyst specified. The product is [S:10]1[CH:11]=[CH:12][C:8]([C:6]2[N:5]=[C:4]3[CH2:13][CH2:14][CH2:15][C:3]3=[C:2]([NH:16][C:17]3[CH:18]=[CH:19][C:20]([CH2:23][C:24]([O:26][CH2:27][CH3:28])=[O:25])=[CH:21][CH:22]=3)[CH:7]=2)=[CH:9]1. The yield is 0.570. (4) The reactants are [NH2:1][C@H:2]([C:6]([OH:8])=[O:7])[CH:3]([CH3:5])[CH3:4].[OH-].[Na+].[C:11]1([CH2:17][C:18](Cl)=[O:19])[CH:16]=[CH:15][CH:14]=[CH:13][CH:12]=1. No catalyst specified. The product is [C:11]1([CH2:17][C:18]([NH:1][C@H:2]([C:6]([OH:8])=[O:7])[CH:3]([CH3:5])[CH3:4])=[O:19])[CH:16]=[CH:15][CH:14]=[CH:13][CH:12]=1. The yield is 0.690. (5) The reactants are Cl.Cl.[C:3]([C:7]1[CH:12]=[CH:11][CH:10]=[CH:9][C:8]=1[N:13]1[CH2:18][CH2:17][NH:16][CH2:15][CH2:14]1)([CH3:6])([CH3:5])[CH3:4].[O:19]=[C:20]1[NH:25][CH:24]([C:26](O)=[O:27])[CH2:23][CH2:22][CH2:21]1.Cl.C(N=C=NCCCN(C)C)C.O.ON1C2C=CC=CC=2N=N1. The catalyst is O.CN(C)C=O.C(N(CC)CC)C. The product is [C:3]([C:7]1[CH:12]=[CH:11][CH:10]=[CH:9][C:8]=1[N:13]1[CH2:18][CH2:17][N:16]([C:26]([CH:24]2[NH:25][C:20](=[O:19])[CH2:21][CH2:22][CH2:23]2)=[O:27])[CH2:15][CH2:14]1)([CH3:6])([CH3:4])[CH3:5]. The yield is 0.470. (6) The reactants are [S:1]([N:11]1[C:15]2=[N:16][CH:17]=[C:18]([NH:20]C(=O)OC(C)(C)C)[N:19]=[C:14]2[CH:13]=[CH:12]1)([C:4]1[CH:10]=[CH:9][C:7]([CH3:8])=[CH:6][CH:5]=1)(=[O:3])=[O:2].OP(O)(O)=O.[O-]P([O-])([O-])=O.[K+].[K+].[K+]. The yield is 0.940. The product is [S:1]([N:11]1[C:15]2=[N:16][CH:17]=[C:18]([NH2:20])[N:19]=[C:14]2[CH:13]=[CH:12]1)([C:4]1[CH:5]=[CH:6][C:7]([CH3:8])=[CH:9][CH:10]=1)(=[O:2])=[O:3]. The catalyst is C1COCC1.O.